From a dataset of NCI-60 drug combinations with 297,098 pairs across 59 cell lines. Regression. Given two drug SMILES strings and cell line genomic features, predict the synergy score measuring deviation from expected non-interaction effect. (1) Drug 1: C1CCC(CC1)NC(=O)N(CCCl)N=O. Drug 2: CC1=C(C(=O)C2=C(C1=O)N3CC4C(C3(C2COC(=O)N)OC)N4)N. Cell line: NCI-H322M. Synergy scores: CSS=6.58, Synergy_ZIP=-4.18, Synergy_Bliss=-1.69, Synergy_Loewe=-15.3, Synergy_HSA=-3.26. (2) Drug 1: CS(=O)(=O)C1=CC(=C(C=C1)C(=O)NC2=CC(=C(C=C2)Cl)C3=CC=CC=N3)Cl. Drug 2: B(C(CC(C)C)NC(=O)C(CC1=CC=CC=C1)NC(=O)C2=NC=CN=C2)(O)O. Cell line: HCT-15. Synergy scores: CSS=3.90, Synergy_ZIP=-2.40, Synergy_Bliss=-0.419, Synergy_Loewe=-1.65, Synergy_HSA=-0.947. (3) Drug 1: CC(C)(C#N)C1=CC(=CC(=C1)CN2C=NC=N2)C(C)(C)C#N. Drug 2: C1=NC2=C(N=C(N=C2N1C3C(C(C(O3)CO)O)F)Cl)N. Cell line: SNB-19. Synergy scores: CSS=32.3, Synergy_ZIP=1.07, Synergy_Bliss=5.11, Synergy_Loewe=-17.0, Synergy_HSA=-2.86. (4) Drug 1: CNC(=O)C1=NC=CC(=C1)OC2=CC=C(C=C2)NC(=O)NC3=CC(=C(C=C3)Cl)C(F)(F)F. Drug 2: CN(C(=O)NC(C=O)C(C(C(CO)O)O)O)N=O. Cell line: OVCAR3. Synergy scores: CSS=-0.364, Synergy_ZIP=2.09, Synergy_Bliss=-1.91, Synergy_Loewe=-3.90, Synergy_HSA=-6.35. (5) Drug 1: CC1C(C(=O)NC(C(=O)N2CCCC2C(=O)N(CC(=O)N(C(C(=O)O1)C(C)C)C)C)C(C)C)NC(=O)C3=C4C(=C(C=C3)C)OC5=C(C(=O)C(=C(C5=N4)C(=O)NC6C(OC(=O)C(N(C(=O)CN(C(=O)C7CCCN7C(=O)C(NC6=O)C(C)C)C)C)C(C)C)C)N)C. Drug 2: CN(CCCl)CCCl.Cl. Cell line: M14. Synergy scores: CSS=13.1, Synergy_ZIP=-11.3, Synergy_Bliss=-13.4, Synergy_Loewe=-26.1, Synergy_HSA=-13.2. (6) Drug 1: CC12CCC3C(C1CCC2=O)CC(=C)C4=CC(=O)C=CC34C. Drug 2: CC1=C(N=C(N=C1N)C(CC(=O)N)NCC(C(=O)N)N)C(=O)NC(C(C2=CN=CN2)OC3C(C(C(C(O3)CO)O)O)OC4C(C(C(C(O4)CO)O)OC(=O)N)O)C(=O)NC(C)C(C(C)C(=O)NC(C(C)O)C(=O)NCCC5=NC(=CS5)C6=NC(=CS6)C(=O)NCCC[S+](C)C)O. Cell line: ACHN. Synergy scores: CSS=70.8, Synergy_ZIP=-0.0126, Synergy_Bliss=-0.265, Synergy_Loewe=-4.79, Synergy_HSA=4.00. (7) Drug 1: CC1=C(C(=CC=C1)Cl)NC(=O)C2=CN=C(S2)NC3=CC(=NC(=N3)C)N4CCN(CC4)CCO. Drug 2: CN(CC1=CN=C2C(=N1)C(=NC(=N2)N)N)C3=CC=C(C=C3)C(=O)NC(CCC(=O)O)C(=O)O. Cell line: MALME-3M. Synergy scores: CSS=19.2, Synergy_ZIP=-3.12, Synergy_Bliss=2.93, Synergy_Loewe=1.17, Synergy_HSA=4.22. (8) Drug 1: C1=CC(=CC=C1CC(C(=O)O)N)N(CCCl)CCCl.Cl. Drug 2: C1=CC=C(C(=C1)C(C2=CC=C(C=C2)Cl)C(Cl)Cl)Cl. Cell line: K-562. Synergy scores: CSS=11.2, Synergy_ZIP=-3.35, Synergy_Bliss=3.80, Synergy_Loewe=-6.06, Synergy_HSA=-0.320. (9) Drug 1: CN1CCC(CC1)COC2=C(C=C3C(=C2)N=CN=C3NC4=C(C=C(C=C4)Br)F)OC. Drug 2: CC1CCC2CC(C(=CC=CC=CC(CC(C(=O)C(C(C(=CC(C(=O)CC(OC(=O)C3CCCCN3C(=O)C(=O)C1(O2)O)C(C)CC4CCC(C(C4)OC)O)C)C)O)OC)C)C)C)OC. Cell line: U251. Synergy scores: CSS=28.7, Synergy_ZIP=2.31, Synergy_Bliss=2.42, Synergy_Loewe=0.649, Synergy_HSA=4.67.